From a dataset of NCI-60 drug combinations with 297,098 pairs across 59 cell lines. Regression. Given two drug SMILES strings and cell line genomic features, predict the synergy score measuring deviation from expected non-interaction effect. (1) Drug 1: CN(C)C1=NC(=NC(=N1)N(C)C)N(C)C. Drug 2: CNC(=O)C1=NC=CC(=C1)OC2=CC=C(C=C2)NC(=O)NC3=CC(=C(C=C3)Cl)C(F)(F)F. Cell line: MDA-MB-435. Synergy scores: CSS=32.0, Synergy_ZIP=2.06, Synergy_Bliss=4.06, Synergy_Loewe=-26.4, Synergy_HSA=0.199. (2) Drug 1: C1CC(=O)NC(=O)C1N2CC3=C(C2=O)C=CC=C3N. Drug 2: C(CN)CNCCSP(=O)(O)O. Cell line: HCC-2998. Synergy scores: CSS=-1.18, Synergy_ZIP=1.01, Synergy_Bliss=-1.93, Synergy_Loewe=-3.58, Synergy_HSA=-4.50. (3) Drug 1: C1=C(C(=O)NC(=O)N1)F. Drug 2: B(C(CC(C)C)NC(=O)C(CC1=CC=CC=C1)NC(=O)C2=NC=CN=C2)(O)O. Synergy scores: CSS=40.2, Synergy_ZIP=-1.30, Synergy_Bliss=-4.72, Synergy_Loewe=-4.36, Synergy_HSA=-4.35. Cell line: HCT-15. (4) Drug 1: C1=NC2=C(N=C(N=C2N1C3C(C(C(O3)CO)O)F)Cl)N. Drug 2: CC1=C2C(C(=O)C3(C(CC4C(C3C(C(C2(C)C)(CC1OC(=O)C(C(C5=CC=CC=C5)NC(=O)C6=CC=CC=C6)O)O)OC(=O)C7=CC=CC=C7)(CO4)OC(=O)C)O)C)OC(=O)C. Cell line: UACC-257. Synergy scores: CSS=5.74, Synergy_ZIP=-4.95, Synergy_Bliss=1.86, Synergy_Loewe=-8.00, Synergy_HSA=0.420. (5) Drug 1: CS(=O)(=O)CCNCC1=CC=C(O1)C2=CC3=C(C=C2)N=CN=C3NC4=CC(=C(C=C4)OCC5=CC(=CC=C5)F)Cl. Drug 2: CC1C(C(CC(O1)OC2CC(OC(C2O)C)OC3=CC4=CC5=C(C(=O)C(C(C5)C(C(=O)C(C(C)O)O)OC)OC6CC(C(C(O6)C)O)OC7CC(C(C(O7)C)O)OC8CC(C(C(O8)C)O)(C)O)C(=C4C(=C3C)O)O)O)O. Cell line: KM12. Synergy scores: CSS=30.2, Synergy_ZIP=4.07, Synergy_Bliss=2.67, Synergy_Loewe=-25.8, Synergy_HSA=-3.74.